This data is from Full USPTO retrosynthesis dataset with 1.9M reactions from patents (1976-2016). The task is: Predict the reactants needed to synthesize the given product. (1) Given the product [C:38]([OH:40])(=[O:39])/[CH:37]=[CH:1]/[C:31]([OH:33])=[O:34].[CH3:6][NH:7][CH2:9][C:10]1[CH:14]=[C:13]([C:15]2[C:19]([CH3:20])=[CH:18][S:17][CH:16]=2)[N:12]([S:21]([C:24]2[CH:25]=[N:26][CH:27]=[CH:28][CH:29]=2)(=[O:22])=[O:23])[CH:11]=1, predict the reactants needed to synthesize it. The reactants are: [C:1](O[C:6](=O)[N:7]([CH2:9][C:10]1[CH:14]=[C:13]([C:15]2[C:19]([CH3:20])=[CH:18][S:17][CH:16]=2)[N:12]([S:21]([C:24]2[CH:25]=[N:26][CH:27]=[CH:28][CH:29]=2)(=[O:23])=[O:22])[CH:11]=1)C)(C)(C)C.[C:31](=[O:34])([O-:33])O.[Na+].F[C:37](F)(F)[C:38]([OH:40])=[O:39]. (2) Given the product [O:1]1[C:5]2[CH:6]=[CH:7][CH:8]=[CH:9][C:4]=2[CH:3]=[C:2]1[C:10]([NH:12][C:13]1[C:14]([C:26]([OH:28])=[O:27])=[C:15]([C:18]2[CH:23]=[N:22][C:21]([O:24][CH3:25])=[CH:20][N:19]=2)[S:16][CH:17]=1)=[O:11], predict the reactants needed to synthesize it. The reactants are: [O:1]1[C:5]2[CH:6]=[CH:7][CH:8]=[CH:9][C:4]=2[CH:3]=[C:2]1[C:10]([NH:12][C:13]1[C:14]([C:26]([O:28]C)=[O:27])=[C:15]([C:18]2[CH:23]=[N:22][C:21]([O:24][CH3:25])=[CH:20][N:19]=2)[S:16][CH:17]=1)=[O:11].[OH-].[Li+].